From a dataset of Forward reaction prediction with 1.9M reactions from USPTO patents (1976-2016). Predict the product of the given reaction. (1) Given the reactants Cl.[Cl:2][C:3]1[CH:4]=[C:5]2[C:11]([C:12]3[N:17]=[C:16]([NH:18][C@H:19]4[CH2:24][CH2:23][CH2:22][NH:21][CH2:20]4)[C:15]([F:25])=[CH:14][N:13]=3)=[CH:10][NH:9][C:6]2=[N:7][CH:8]=1.ClC1C=C2C(C3N=C(N[C@H]4CCCNC4)C(F)=CN=3)=CNC2=NC=1.C(N(C(C)C)CC)(C)C.[CH:59]1([C:63](Cl)=[O:64])[CH2:62][CH2:61][CH2:60]1, predict the reaction product. The product is: [Cl:2][C:3]1[CH:4]=[C:5]2[C:11]([C:12]3[N:17]=[C:16]([NH:18][C@H:19]4[CH2:24][CH2:23][CH2:22][N:21]([C:63]([CH:59]5[CH2:62][CH2:61][CH2:60]5)=[O:64])[CH2:20]4)[C:15]([F:25])=[CH:14][N:13]=3)=[CH:10][NH:9][C:6]2=[N:7][CH:8]=1. (2) Given the reactants [OH:1][C:2]1[CH:7]=[C:6]([OH:8])[CH:5]=[CH:4][C:3]=1[CH2:9][CH2:10][NH:11][CH2:12][C:13]([OH:15])=[O:14].NCC([O-])=O.NCC([O-])=O.[Fe+2:26], predict the reaction product. The product is: [Fe:26].[OH:1][C:2]1[CH:7]=[C:6]([OH:8])[CH:5]=[CH:4][C:3]=1[CH2:9][CH2:10][NH:11][CH2:12][C:13]([OH:15])=[O:14]. (3) Given the reactants C(NC(C1SC(N2C(O)CN(CC3C=CC(F)=CC=3)C2=O)=NC=1C)=O)C1C=CC=CC=1.O[CH:33]1[N:37]([C:38]2[S:39][C:40]([C:44]([NH:46][CH2:47][C:48]3[CH:49]=[N:50][CH:51]=[CH:52][CH:53]=3)=[O:45])=[C:41]([CH3:43])[N:42]=2)[C:36](=[O:54])[N:35]([CH2:55][C:56]2[CH:61]=[CH:60][C:59]([C:62]([F:65])([F:64])[F:63])=[CH:58][CH:57]=2)[CH2:34]1, predict the reaction product. The product is: [CH3:43][C:41]1[N:42]=[C:38]([N:37]2[CH:33]=[CH:34][N:35]([CH2:55][C:56]3[CH:57]=[CH:58][C:59]([C:62]([F:65])([F:64])[F:63])=[CH:60][CH:61]=3)[C:36]2=[O:54])[S:39][C:40]=1[C:44]([NH:46][CH2:47][C:48]1[CH:49]=[N:50][CH:51]=[CH:52][CH:53]=1)=[O:45].